From a dataset of Catalyst prediction with 721,799 reactions and 888 catalyst types from USPTO. Predict which catalyst facilitates the given reaction. (1) Reactant: Cl[C:2]([O:4][C:5]1[CH:10]=[CH:9][CH:8]=[CH:7][CH:6]=1)=[O:3].[CH3:11][C@H:12]1[CH2:17][O:16][CH2:15][CH2:14][N:13]1[C:18]1[CH:23]=[C:22]([C:24]([S:27]([C:30]([CH3:33])([CH3:32])[CH3:31])(=[O:29])=[O:28])([CH3:26])[CH3:25])[N:21]=[C:20]([C:34]2[CH:40]=[CH:39][C:37]([NH2:38])=[CH:36][CH:35]=2)[N:19]=1.C(=O)([O-])O.[Na+]. Product: [CH3:11][C@H:12]1[CH2:17][O:16][CH2:15][CH2:14][N:13]1[C:18]1[CH:23]=[C:22]([C:24]([S:27]([C:30]([CH3:33])([CH3:32])[CH3:31])(=[O:29])=[O:28])([CH3:25])[CH3:26])[N:21]=[C:20]([C:34]2[CH:40]=[CH:39][C:37]([NH:38][C:2](=[O:3])[O:4][C:5]3[CH:10]=[CH:9][CH:8]=[CH:7][CH:6]=3)=[CH:36][CH:35]=2)[N:19]=1. The catalyst class is: 12. (2) Reactant: [CH3:1][O:2][C:3](=[O:13])[C:4]1[CH:9]=[C:8]([I:10])[C:7](O)=[CH:6][C:5]=1[CH3:12].[CH2:14](Br)[C:15]1[CH:20]=[CH:19][CH:18]=[CH:17][CH:16]=1.C(=O)([O-])[O-:23].[K+].[K+]. Product: [CH3:1][O:2][C:3](=[O:13])[C:4]1[C:5]([CH3:12])=[CH:6][CH2:7][C:8]([O:23][CH2:14][C:15]2[CH:20]=[CH:19][CH:18]=[CH:17][CH:16]=2)([I:10])[CH:9]=1. The catalyst class is: 9. (3) Reactant: [Cl:1][C:2]1[N:7]=[C:6]([N:8]2[CH2:12][C@@H:11]([C:13]3[CH:18]=[CH:17][C:16]([F:19])=[CH:15][C:14]=3[F:20])[C@H:10]([C:21]([O:23]C)=[O:22])[CH2:9]2)[CH:5]=[CH:4][CH:3]=1.[Li+].[OH-].OS([O-])(=O)=O.[Na+]. Product: [Cl:1][C:2]1[N:7]=[C:6]([N:8]2[CH2:12][C@@H:11]([C:13]3[CH:18]=[CH:17][C:16]([F:19])=[CH:15][C:14]=3[F:20])[C@H:10]([C:21]([OH:23])=[O:22])[CH2:9]2)[CH:5]=[CH:4][CH:3]=1. The catalyst class is: 1. (4) Product: [F:16][C:17]1[CH:22]=[C:21]([C:8]2[C:7]([C:1]3[CH:6]=[CH:5][CH:4]=[CH:3][CH:2]=3)=[N:11][N:10]3[CH2:12][CH2:13][CH2:14][C:9]=23)[CH:20]=[CH:19][N:18]=1. Reactant: [C:1]1([C:7]2[C:8](I)=[C:9]3[CH2:14][CH2:13][CH2:12][N:10]3[N:11]=2)[CH:6]=[CH:5][CH:4]=[CH:3][CH:2]=1.[F:16][C:17]1[CH:22]=[C:21](B2OC(C)(C)C(C)(C)O2)[CH:20]=[CH:19][N:18]=1.C([O-])([O-])=O.[Cs+].[Cs+].O. The catalyst class is: 450.